From a dataset of CYP2C9 inhibition data for predicting drug metabolism from PubChem BioAssay. Regression/Classification. Given a drug SMILES string, predict its absorption, distribution, metabolism, or excretion properties. Task type varies by dataset: regression for continuous measurements (e.g., permeability, clearance, half-life) or binary classification for categorical outcomes (e.g., BBB penetration, CYP inhibition). Dataset: cyp2c9_veith. (1) The molecule is Cn1c(CN2CCCC2)nc2cc(NC(=O)C3CCCCC3)ccc21. The result is 0 (non-inhibitor). (2) The molecule is CN1CCC2(CC1)CCN(C(=O)c1cc(C(F)(F)F)cc(C(F)(F)F)c1)CC2. The result is 0 (non-inhibitor). (3) The molecule is Cl.O.O.O=C1CC[C@]2(O)[C@H]3Cc4ccc(O)c5c4[C@@]2(CCN3CC2CC2)[C@@H]1O5. The result is 0 (non-inhibitor).